From a dataset of Full USPTO retrosynthesis dataset with 1.9M reactions from patents (1976-2016). Predict the reactants needed to synthesize the given product. (1) Given the product [C:4]1([C:3]2[C:18]([CH2:19][CH2:20][CH3:21])=[C:12]([C:13]([O:15][CH2:16][CH3:17])=[O:14])[O:1][N:2]=2)[CH:9]=[CH:8][CH:7]=[CH:6][CH:5]=1, predict the reactants needed to synthesize it. The reactants are: [OH:1]/[N:2]=[C:3](\Cl)/[C:4]1[CH:9]=[CH:8][CH:7]=[CH:6][CH:5]=1.Br[C:12](=[CH:18][CH2:19][CH2:20][CH3:21])[C:13]([O:15][CH2:16][CH3:17])=[O:14].C(N(CC)CC)C. (2) Given the product [CH:17]1([CH2:20][O:21][C:22]2[CH:27]=[CH:26][C:25]([S:28]([CH3:31])(=[O:30])=[O:29])=[CH:24][C:23]=2[C:2]2[CH:3]=[C:4]([O:10][C:11]3[CH:12]=[N:13][N:14]([CH3:16])[CH:15]=3)[C:5](=[O:9])[N:6]([CH3:8])[CH:7]=2)[CH2:18][CH2:19]1, predict the reactants needed to synthesize it. The reactants are: Br[C:2]1[CH:3]=[C:4]([O:10][C:11]2[CH:12]=[N:13][N:14]([CH3:16])[CH:15]=2)[C:5](=[O:9])[N:6]([CH3:8])[CH:7]=1.[CH:17]1([CH2:20][O:21][C:22]2[CH:27]=[CH:26][C:25]([S:28]([CH3:31])(=[O:30])=[O:29])=[CH:24][C:23]=2B2OC(C)(C)C(C)(C)O2)[CH2:19][CH2:18]1.[O-]P([O-])([O-])=O.[K+].[K+].[K+]. (3) Given the product [I:14][C:2]1[CH:3]=[C:4]([C:8]2[CH:13]=[CH:12][CH:11]=[CH:10][CH:9]=2)[CH:5]=[CH:6][CH:7]=1, predict the reactants needed to synthesize it. The reactants are: Br[C:2]1[CH:3]=[C:4]([C:8]2[CH:13]=[CH:12][CH:11]=[CH:10][CH:9]=2)[CH:5]=[CH:6][CH:7]=1.[I-:14].[Na+].CNC1CCCCC1NC. (4) Given the product [CH3:4][O:5][C:6]1[C:11]2[O:12][CH2:13][C:14]3[CH:30]=[CH:29][CH:28]=[CH:27][C:15]=3[C:16](=[CH:17][C:18]3[CH:19]=[C:20]([NH2:24])[CH:21]=[CH:22][CH:23]=3)[C:10]=2[CH:9]=[CH:8][CH:7]=1, predict the reactants needed to synthesize it. The reactants are: Cl[Sn]Cl.[CH3:4][O:5][C:6]1[C:11]2[O:12][CH2:13][C:14]3[CH:30]=[CH:29][CH:28]=[CH:27][C:15]=3[C:16](=[CH:17][C:18]3[CH:23]=[CH:22][CH:21]=[C:20]([N+:24]([O-])=O)[CH:19]=3)[C:10]=2[CH:9]=[CH:8][CH:7]=1. (5) Given the product [CH2:9]([OH:19])[CH2:10][O:11][CH2:12][CH2:13][O:14][CH2:15][CH2:16][NH:1][CH2:2][CH2:3][NH:4][CH2:5][CH2:6][NH2:7], predict the reactants needed to synthesize it. The reactants are: [NH2:1][CH2:2][CH2:3][NH:4][CH2:5][CH2:6][NH2:7].I[CH2:9][CH2:10][O:11][CH2:12][CH2:13][O:14][CH:15](O)[CH3:16].C[OH:19].[NH4+].[OH-]. (6) Given the product [CH3:24][S:21]([C:18]1[CH:19]=[CH:20][C:15]([CH2:14][N:7]2[C:8]3=[N:9][CH:10]=[CH:11][CH:12]=[C:13]3[C:5]([CH2:4][C:3]([OH:30])=[O:2])=[C:6]2[CH3:29])=[C:16]([C:25]([F:28])([F:27])[F:26])[CH:17]=1)(=[O:22])=[O:23], predict the reactants needed to synthesize it. The reactants are: C[O:2][C:3](=[O:30])[CH2:4][C:5]1[C:13]2[C:8](=[N:9][CH:10]=[CH:11][CH:12]=2)[N:7]([CH2:14][C:15]2[CH:20]=[CH:19][C:18]([S:21]([CH3:24])(=[O:23])=[O:22])=[CH:17][C:16]=2[C:25]([F:28])([F:27])[F:26])[C:6]=1[CH3:29].C1COCC1.[OH-].[Na+].